This data is from Forward reaction prediction with 1.9M reactions from USPTO patents (1976-2016). The task is: Predict the product of the given reaction. (1) The product is: [NH:1]1[CH:5]=[N:4][C:3]([C:6]2[CH:7]=[CH:8][C:9]([C:12]3[CH:13]=[N:14][N:15]4[CH:20]=[CH:19][C:18]([N:21]5[C@H:25]([C:26]6[CH:31]=[CH:30][CH:29]=[CH:28][N:27]=6)[CH2:24][O:23][C:22]5=[O:32])=[N:17][C:16]=34)=[CH:10][CH:11]=2)=[N:2]1. Given the reactants [NH:1]1[CH:5]=[N:4][C:3]([C:6]2[CH:11]=[CH:10][C:9]([C:12]3[CH:13]=[N:14][N:15]4[CH:20]=[CH:19][C:18]([N:21]5[CH:25]([C:26]6[CH:31]=[CH:30][CH:29]=[CH:28][N:27]=6)[CH2:24][O:23][C:22]5=[O:32])=[N:17][C:16]=34)=[CH:8][CH:7]=2)=[N:2]1, predict the reaction product. (2) Given the reactants [C:1]([NH:5][C:6]([C:8]1[C:9]([C:21]2[CH:26]=[CH:25][CH:24]=[C:23]([O:27][CH3:28])[N:22]=2)=[N:10][N:11](COCC[Si](C)(C)C)[CH:12]=1)=[O:7])([CH3:4])([CH3:3])[CH3:2].FC(F)(F)C(O)=O.CO.[OH-].[NH4+], predict the reaction product. The product is: [C:1]([NH:5][C:6]([C:8]1[C:9]([C:21]2[CH:26]=[CH:25][CH:24]=[C:23]([O:27][CH3:28])[N:22]=2)=[N:10][NH:11][CH:12]=1)=[O:7])([CH3:4])([CH3:3])[CH3:2]. (3) Given the reactants [C:1]([C:5]1[CH:10]=[C:9]([CH3:11])[CH:8]=[CH:7][C:6]=1[OH:12])([CH3:4])([CH3:3])[CH3:2].[Cl:13][C:14]1[CH:19]=[C:18]([S:20]([C:23]([F:26])([F:25])[F:24])(=[O:22])=[O:21])[CH:17]=[CH:16][C:15]=1[N:27]=[C:28]=[O:29], predict the reaction product. The product is: [C:1]([C:5]1[C:6]([OH:12])=[C:7]([CH:8]=[C:9]([CH3:11])[CH:10]=1)[C:28]([NH:27][C:15]1[CH:16]=[CH:17][C:18]([S:20]([C:23]([F:24])([F:25])[F:26])(=[O:21])=[O:22])=[CH:19][C:14]=1[Cl:13])=[O:29])([CH3:4])([CH3:3])[CH3:2]. (4) Given the reactants [OH-].[Na+].[C:3]([C:7]1[CH:11]=[C:10]([C:12]([O:14]CC)=[O:13])[N:9]([C:17]2[CH:22]=[CH:21][CH:20]=[C:19]([CH2:23][P:24]([CH3:27])([CH3:26])=[O:25])[CH:18]=2)[N:8]=1)([CH3:6])([CH3:5])[CH3:4], predict the reaction product. The product is: [C:3]([C:7]1[CH:11]=[C:10]([C:12]([OH:14])=[O:13])[N:9]([C:17]2[CH:22]=[CH:21][CH:20]=[C:19]([CH2:23][P:24]([CH3:27])([CH3:26])=[O:25])[CH:18]=2)[N:8]=1)([CH3:6])([CH3:4])[CH3:5].